Dataset: Full USPTO retrosynthesis dataset with 1.9M reactions from patents (1976-2016). Task: Predict the reactants needed to synthesize the given product. (1) Given the product [F:1][C:2]1[CH:7]=[C:6]([C:8]([F:9])([F:10])[F:11])[CH:5]=[CH:4][C:3]=1[CH2:12][CH2:13][NH:14][C:15]1[CH:16]=[C:17]([C:23]2[CH:28]=[CH:27][CH:26]=[C:25]([O:29][CH2:36][CH:38]3[CH2:39][O:40]3)[CH:24]=2)[N:18]=[C:19]([O:21][CH3:22])[N:20]=1, predict the reactants needed to synthesize it. The reactants are: [F:1][C:2]1[CH:7]=[C:6]([C:8]([F:11])([F:10])[F:9])[CH:5]=[CH:4][C:3]=1[CH2:12][CH2:13][NH:14][C:15]1[N:20]=[C:19]([O:21][CH3:22])[N:18]=[C:17]([C:23]2[CH:24]=[C:25]([OH:29])[CH:26]=[CH:27][CH:28]=2)[CH:16]=1.C([O-])([O-])=O.[Cs+].[Cs+].[CH2:36]([CH:38]1[O:40][CH2:39]1)Cl. (2) Given the product [Cl:1][C:2]1[CH:3]=[C:4]([C:5]2[O:10][C:9](=[O:11])[C:8](=[CH:20][N:21]([CH3:23])[CH3:22])[N:7]=2)[CH:12]=[CH:13][CH:14]=1, predict the reactants needed to synthesize it. The reactants are: [Cl:1][C:2]1[CH:3]=[C:4]([CH:12]=[CH:13][CH:14]=1)[C:5]([NH:7][CH2:8][C:9]([OH:11])=[O:10])=O.O=P(Cl)(Cl)Cl.[CH3:20][N:21]([CH:23]=O)[CH3:22].